Dataset: Forward reaction prediction with 1.9M reactions from USPTO patents (1976-2016). Task: Predict the product of the given reaction. (1) Given the reactants Br.[NH2:2][C@H:3]1[CH2:8][CH2:7][CH2:6][CH2:5][C@H:4]1[C:9]([O:11][CH2:12][CH3:13])=[O:10].C(N(CC)CC)C.[C:21](O[C:21]([O:23][C:24]([CH3:27])([CH3:26])[CH3:25])=[O:22])([O:23][C:24]([CH3:27])([CH3:26])[CH3:25])=[O:22], predict the reaction product. The product is: [C:24]([O:23][C:21]([NH:2][C@H:3]1[CH2:8][CH2:7][CH2:6][CH2:5][C@H:4]1[C:9]([O:11][CH2:12][CH3:13])=[O:10])=[O:22])([CH3:27])([CH3:26])[CH3:25]. (2) The product is: [CH3:59][O:58][C:57]1[CH:56]=[CH:55][C:54]([C:45]([O:26][CH2:25][C@H:22]2[O:21][C@@H:20]([N:27]3[C:44]4[N:43]=[CH:42][N:41]=[C:31]([NH:32][C:33](=[O:40])[C:34]5[CH:39]=[CH:38][CH:37]=[CH:36][CH:35]=5)[C:30]=4[N:29]=[CH:28]3)[C@H:19]([O:18][CH2:17][C:1]3[C:14]4[C:15]5=[C:16]6[C:11](=[CH:12][CH:13]=4)[CH:10]=[CH:9][CH:8]=[C:7]6[CH:6]=[CH:5][C:4]5=[CH:3][CH:2]=3)[C@@H:23]2[OH:24])([C:62]2[CH:63]=[CH:64][CH:65]=[CH:66][CH:67]=2)[C:46]2[CH:53]=[CH:52][C:49]([O:50][CH3:51])=[CH:48][CH:47]=2)=[CH:61][CH:60]=1. Given the reactants [C:1]1([CH2:17][O:18][C@@H:19]2[C@H:23]([OH:24])[C@@H:22]([CH2:25][OH:26])[O:21][C@H:20]2[N:27]2[C:44]3[N:43]=[CH:42][N:41]=[C:31]([NH:32][C:33](=[O:40])[C:34]4[CH:39]=[CH:38][CH:37]=[CH:36][CH:35]=4)[C:30]=3[N:29]=[CH:28]2)[C:14]2[C:15]3=[C:16]4[C:11](=[CH:12][CH:13]=2)[CH:10]=[CH:9][CH:8]=[C:7]4[CH:6]=[CH:5][C:4]3=[CH:3][CH:2]=1.[C:45](Cl)([C:62]1[CH:67]=[CH:66][CH:65]=[CH:64][CH:63]=1)([C:54]1[CH:61]=[CH:60][C:57]([O:58][CH3:59])=[CH:56][CH:55]=1)[C:46]1[CH:53]=[CH:52][C:49]([O:50][CH3:51])=[CH:48][CH:47]=1, predict the reaction product. (3) The product is: [I:11][C:8]1[N:3]([CH:4]=[CH2:5])[N:2]=[N:1][C:7]=1[CH3:6]. Given the reactants [NH:1]1[CH:5]=[CH:4][N:3]=[N:2]1.[CH2:6]([Li])[CH2:7][CH2:8]C.[I:11]I, predict the reaction product. (4) Given the reactants Cl[C:2]1[N:10]=[C:9]2[C:5]([N:6]=[CH:7][N:8]2[CH2:11][CH:12]2[CH2:17][CH2:16][O:15][CH2:14][CH2:13]2)=[C:4]([NH2:18])[N:3]=1.CC(C)([O-])C.[Na+].[CH3:25][CH:26]([CH3:29])[CH2:27][OH:28], predict the reaction product. The product is: [CH3:25][CH:26]([CH3:29])[CH2:27][O:28][C:2]1[N:10]=[C:9]2[C:5]([N:6]=[CH:7][N:8]2[CH2:11][CH:12]2[CH2:17][CH2:16][O:15][CH2:14][CH2:13]2)=[C:4]([NH2:18])[N:3]=1. (5) Given the reactants [F:1][C:2]1[CH:25]=[CH:24][C:5]([CH2:6][N:7]2[C:15]3[C:10](=[CH:11][C:12]([C:16]([O:18][CH2:19][CH3:20])=[O:17])=[CH:13][CH:14]=3)[C:9]([S:21][CH3:22])=[C:8]2[CH3:23])=[CH:4][CH:3]=1.ClC1C=CC=C(C(OO)=[O:34])C=1.C(=O)(O)[O-].[Na+], predict the reaction product. The product is: [F:1][C:2]1[CH:3]=[CH:4][C:5]([CH2:6][N:7]2[C:15]3[C:10](=[CH:11][C:12]([C:16]([O:18][CH2:19][CH3:20])=[O:17])=[CH:13][CH:14]=3)[C:9]([S:21]([CH3:22])=[O:34])=[C:8]2[CH3:23])=[CH:24][CH:25]=1. (6) Given the reactants FC1[CH:3]=[C:4]([CH:24]=[C:25]([C:27]([F:30])([F:29])[F:28])C=1)[C:5]([N:7]([C:9]1[CH:10]=[N:11][CH:12]=[CH:13][C:14]=1[C:15]1[CH:20]=[CH:19][C:18]([F:21])=[CH:17][C:16]=1[O:22][CH3:23])[CH3:8])=[O:6].[F:31][C:32]([F:47])([F:46])[C:33]1C=C(C=C(C(F)(F)F)[N:41]=1)C(O)=O, predict the reaction product. The product is: [F:21][C:18]1[CH:19]=[CH:20][C:15]([C:14]2[CH:13]=[CH:12][N:11]=[CH:10][C:9]=2[N:7]([CH3:8])[C:5](=[O:6])[C:4]2[CH:24]=[C:25]([C:27]([F:30])([F:29])[F:28])[N:41]=[C:33]([C:32]([F:47])([F:46])[F:31])[CH:3]=2)=[C:16]([O:22][CH3:23])[CH:17]=1. (7) Given the reactants C([O:3][C:4](=[O:35])[CH2:5][N:6]([C:9](=[O:34])[CH:10]([CH2:27][C:28]1[CH:33]=[CH:32][CH:31]=[CH:30][CH:29]=1)[C:11]([NH:13][S:14]([C:17]1[CH:26]=[CH:25][C:24]2[C:19](=[CH:20][CH:21]=[CH:22][CH:23]=2)[CH:18]=1)(=[O:16])=[O:15])=[O:12])[CH2:7][CH3:8])C.O.[OH-].[Na+], predict the reaction product. The product is: [CH2:27]([CH:10]([C:11]([NH:13][S:14]([C:17]1[CH:26]=[CH:25][C:24]2[C:19](=[CH:20][CH:21]=[CH:22][CH:23]=2)[CH:18]=1)(=[O:16])=[O:15])=[O:12])[C:9]([N:6]([CH2:7][CH3:8])[CH2:5][C:4]([OH:35])=[O:3])=[O:34])[C:28]1[CH:33]=[CH:32][CH:31]=[CH:30][CH:29]=1. (8) Given the reactants Br[C:2]1[CH:3]=[CH:4][C:5]([C:8]([CH3:15])([CH3:14])[CH2:9][C:10]([O:12][CH3:13])=[O:11])=[N:6][CH:7]=1.CCN(CC)CC, predict the reaction product. The product is: [CH3:13][O:12][C:10](=[O:11])[CH2:9][C:8]([C:5]1[CH:4]=[CH:3][C:2]([C:10]([O:12][CH3:13])=[O:11])=[CH:7][N:6]=1)([CH3:15])[CH3:14]. (9) Given the reactants C([O:3][C:4]([CH:6]1[CH2:11][CH2:10][CH2:9][CH2:8][CH:7]1[N:12]([CH:33]1[CH2:38][CH2:37][CH2:36][CH2:35][CH2:34]1)[C:13](=[O:32])[CH2:14][C:15]1[NH:20][C:19]2[CH:21]=[CH:22][C:23]([NH:25][S:26]([CH3:29])(=[O:28])=[O:27])=[CH:24][C:18]=2[S:17](=[O:31])(=[O:30])[N:16]=1)=O)C.[O-]CC.[Na+].Cl, predict the reaction product. The product is: [CH:33]1([N:12]2[CH:7]3[CH:6]([CH2:11][CH2:10][CH2:9][CH2:8]3)[C:4]([OH:3])=[C:14]([C:15]3[NH:20][C:19]4[CH:21]=[CH:22][C:23]([NH:25][S:26]([CH3:29])(=[O:27])=[O:28])=[CH:24][C:18]=4[S:17](=[O:31])(=[O:30])[N:16]=3)[C:13]2=[O:32])[CH2:34][CH2:35][CH2:36][CH2:37][CH2:38]1. (10) Given the reactants [Si:1](Cl)([C:4]([CH3:7])([CH3:6])[CH3:5])([CH3:3])[CH3:2].[OH:9][CH2:10][CH2:11]N1C(C)=CN=C1.[NH:18]1[CH:22]=[CH:21][N:20]=[CH:19]1.[CH2:23](Cl)Cl, predict the reaction product. The product is: [Si:1]([O:9][CH2:10][CH2:11][C:19]1[NH:18][C:22]([CH3:23])=[CH:21][N:20]=1)([C:4]([CH3:7])([CH3:6])[CH3:5])([CH3:3])[CH3:2].